This data is from Forward reaction prediction with 1.9M reactions from USPTO patents (1976-2016). The task is: Predict the product of the given reaction. (1) Given the reactants [CH3:1][O:2][C:3]1[CH:12]=[C:11]2[C:6]([C:7](=[O:14])[CH:8]=[C:9]([CH3:13])[NH:10]2)=[CH:5][C:4]=1B(O)O.Cl[C:19]1[N:24]=[N:23][C:22]([N:25]([CH3:36])[CH:26]2[CH2:31][C:30]([CH3:33])([CH3:32])[NH:29][C:28]([CH3:35])([CH3:34])[CH2:27]2)=[CH:21][CH:20]=1.C([O-])([O-])=O.[Na+].[Na+], predict the reaction product. The product is: [CH3:1][O:2][C:3]1[CH:12]=[C:11]2[C:6]([C:7](=[O:14])[CH:8]=[C:9]([CH3:13])[NH:10]2)=[CH:5][C:4]=1[C:19]1[N:24]=[N:23][C:22]([N:25]([CH3:36])[CH:26]2[CH2:31][C:30]([CH3:32])([CH3:33])[NH:29][C:28]([CH3:35])([CH3:34])[CH2:27]2)=[CH:21][CH:20]=1. (2) Given the reactants [N+:1]([C:4]1[CH:9]=[CH:8][CH:7]=[CH:6][C:5]=1[S:10]([NH:13][C:14]1[CH:19]=[CH:18][C:17]([CH2:20][CH2:21][C:22]([O:24][CH3:25])=[O:23])=[CH:16][CH:15]=1)(=[O:12])=[O:11])([O-:3])=[O:2].[C:26]1([C:32]2[N:33]([CH2:41][C:42]3[CH:47]=[CH:46][C:45]([CH2:48]O)=[CH:44][CH:43]=3)[C:34]3[C:39]([CH:40]=2)=[CH:38][CH:37]=[CH:36][CH:35]=3)[CH:31]=[CH:30][CH:29]=[CH:28][CH:27]=1.C1(P(C2C=CC=CC=2)C2C=CC=CC=2)C=CC=CC=1.N(C(OCC)=O)=NC(OCC)=O, predict the reaction product. The product is: [N+:1]([C:4]1[CH:9]=[CH:8][CH:7]=[CH:6][C:5]=1[S:10]([N:13]([CH2:48][C:45]1[CH:44]=[CH:43][C:42]([CH2:41][N:33]2[C:34]3[C:39](=[CH:38][CH:37]=[CH:36][CH:35]=3)[CH:40]=[C:32]2[C:26]2[CH:31]=[CH:30][CH:29]=[CH:28][CH:27]=2)=[CH:47][CH:46]=1)[C:14]1[CH:19]=[CH:18][C:17]([CH2:20][CH2:21][C:22]([O:24][CH3:25])=[O:23])=[CH:16][CH:15]=1)(=[O:12])=[O:11])([O-:3])=[O:2]. (3) The product is: [NH2:17][C:11]1[CH:10]=[C:9]([N:4]2[CH2:5][C@H:6]([CH3:8])[NH:7][C@H:2]([CH3:1])[CH2:3]2)[CH:16]=[CH:15][C:12]=1[C:13]#[N:14]. Given the reactants [CH3:1][C@H:2]1[NH:7][C@@H:6]([CH3:8])[CH2:5][N:4]([C:9]2[CH:16]=[CH:15][C:12]([C:13]#[N:14])=[C:11]([N+:17]([O-])=O)[CH:10]=2)[CH2:3]1, predict the reaction product. (4) Given the reactants [NH2:1][CH:2]1[CH2:5][N:4]([C:6]([C:8]2[CH:9]=[C:10]([CH:23]=[CH:24][C:25]=2[F:26])[CH2:11][C:12]2[C:21]3[C:16](=[CH:17][CH:18]=[CH:19][CH:20]=3)[C:15](=[O:22])[NH:14][N:13]=2)=[O:7])[CH2:3]1.[CH:27]1([CH:32]=O)[CH2:31][CH2:30][CH2:29][CH2:28]1.C(O[BH-](OC(=O)C)OC(=O)C)(=O)C.[Na+], predict the reaction product. The product is: [CH:27]1([CH2:32][NH:1][CH:2]2[CH2:3][N:4]([C:6]([C:8]3[CH:9]=[C:10]([CH:23]=[CH:24][C:25]=3[F:26])[CH2:11][C:12]3[C:21]4[C:16](=[CH:17][CH:18]=[CH:19][CH:20]=4)[C:15](=[O:22])[NH:14][N:13]=3)=[O:7])[CH2:5]2)[CH2:31][CH2:30][CH2:29][CH2:28]1. (5) The product is: [O:13]=[C:11]([CH2:5][C:6](=[O:9])[CH2:7][CH3:8])[C:10]([O:17][CH2:18][CH3:19])=[O:16]. Given the reactants [O-]CC.[Na+].[CH3:5][C:6](=[O:9])[CH2:7][CH3:8].[C:10]([O:17][CH2:18][CH3:19])(=[O:16])[C:11]([O:13]CC)=O, predict the reaction product.